Dataset: Reaction yield outcomes from USPTO patents with 853,638 reactions. Task: Predict the reaction yield, written as a fraction of the theoretical maximum amount of product (1.0 means a 100% yield; for example, 0.34 means a 34% yield). (1) The reactants are C[O:2][C:3](=[O:20])[CH2:4][CH2:5][CH2:6][CH2:7][CH2:8][O:9][C:10]1[CH:15]=[CH:14][C:13]([NH:16]C(=O)C)=[CH:12][CH:11]=1.[ClH:21]. No catalyst specified. The product is [ClH:21].[NH2:16][C:13]1[CH:12]=[CH:11][C:10]([O:9][CH2:8][CH2:7][CH2:6][CH2:5][CH2:4][C:3]([OH:20])=[O:2])=[CH:15][CH:14]=1. The yield is 0.556. (2) The reactants are FC(F)(F)C(O)=O.[CH:8]([N:11]1[C:15]([C:16]2[N:25]=[C:24]3[N:18]([CH2:19][CH2:20][O:21][C:22]4[CH:29]=[C:28]([CH:30]5[CH2:35][CH2:34][NH:33][CH2:32][CH2:31]5)[CH:27]=[CH:26][C:23]=43)[CH:17]=2)=[N:14][CH:13]=[N:12]1)([CH3:10])[CH3:9].C(=O)([O-])[O-].[K+].[K+].Br[CH2:43][CH2:44][O:45][CH3:46]. The catalyst is CN(C=O)C.C(Cl)Cl. The product is [CH:8]([N:11]1[C:15]([C:16]2[N:25]=[C:24]3[C:23]4[CH:26]=[CH:27][C:28]([CH:30]5[CH2:35][CH2:34][N:33]([CH2:43][CH2:44][O:45][CH3:46])[CH2:32][CH2:31]5)=[CH:29][C:22]=4[O:21][CH2:20][CH2:19][N:18]3[CH:17]=2)=[N:14][CH:13]=[N:12]1)([CH3:10])[CH3:9]. The yield is 0.480. (3) The reactants are [Cl:1][C:2]1[S:6][C:5]([S:7]([NH:10][C:11]2[CH:19]=[CH:18][C:14]([C:15]([OH:17])=[O:16])=[C:13]([OH:20])[CH:12]=2)(=[O:9])=[O:8])=[CH:4][C:3]=1[C:21]1[CH:22]=[CH:23][C:24]2[O:28][CH2:27][CH2:26][C:25]=2[CH:29]=1.C(N1C=CN=C1)(N1C=CN=C1)=O.N1C=CC=CC=1.[CH3:48][O:49][CH2:50][CH2:51]O. The catalyst is CC#N. The product is [Cl:1][C:2]1[S:6][C:5]([S:7]([NH:10][C:11]2[CH:19]=[CH:18][C:14]([C:15]([O:17][CH2:51][CH2:50][O:49][CH3:48])=[O:16])=[C:13]([OH:20])[CH:12]=2)(=[O:8])=[O:9])=[CH:4][C:3]=1[C:21]1[CH:22]=[CH:23][C:24]2[O:28][CH2:27][CH2:26][C:25]=2[CH:29]=1. The yield is 0.910. (4) The reactants are [CH3:1][C:2]1[CH:3]=[C:4]([N:19]2[CH:23]=[C:22]([C:24]3[CH2:29][CH2:28][CH:27]([C:30]([O:32]CC)=[O:31])[CH2:26][CH:25]=3)[N:21]=[CH:20]2)[CH:5]=[C:6]([NH:8][C:9]2[N:14]=[C:13]([C:15]([F:18])([F:17])[F:16])[CH:12]=[CH:11][N:10]=2)[CH:7]=1.[OH-].[Na+].Cl. The catalyst is CO.O. The product is [CH3:1][C:2]1[CH:3]=[C:4]([N:19]2[CH:23]=[C:22]([C:24]3[CH2:29][CH2:28][CH:27]([C:30]([OH:32])=[O:31])[CH2:26][CH:25]=3)[N:21]=[CH:20]2)[CH:5]=[C:6]([NH:8][C:9]2[N:14]=[C:13]([C:15]([F:18])([F:16])[F:17])[CH:12]=[CH:11][N:10]=2)[CH:7]=1. The yield is 0.810. (5) The reactants are [C:1]1([CH2:11][C:12]([OH:14])=O)[C:10]2[C:5](=[CH:6][CH:7]=[CH:8][CH:9]=2)[CH:4]=[CH:3][CH:2]=1.[N:15]1([C:20]2[S:21][CH:22]=[CH:23][C:24]=2[NH2:25])[CH:19]=[CH:18][N:17]=[CH:16]1.CN1CCOCC1.CN(C=O)C. The catalyst is C(Cl)Cl. The product is [N:15]1([C:20]2[S:21][CH:22]=[CH:23][C:24]=2[NH:25][C:12](=[O:14])[CH2:11][C:1]2[C:10]3[C:5](=[CH:6][CH:7]=[CH:8][CH:9]=3)[CH:4]=[CH:3][CH:2]=2)[CH:19]=[CH:18][N:17]=[CH:16]1. The yield is 0.330.